The task is: Predict the product of the given reaction.. This data is from Forward reaction prediction with 1.9M reactions from USPTO patents (1976-2016). (1) Given the reactants [CH:1]([NH2:4])([CH3:3])[CH3:2].[CH3:5][Si:6]([CH3:21])([CH2:15][CH2:16][Si:17]([CH3:20])([CH3:19])[CH3:18])[CH2:7][CH2:8][CH2:9][O:10][CH2:11][CH:12]1[CH2:14][O:13]1, predict the reaction product. The product is: [CH3:21][Si:6]([CH3:5])([CH2:15][CH2:16][Si:17]([CH3:18])([CH3:20])[CH3:19])[CH2:7][CH2:8][CH2:9][O:10][CH2:11][CH:12]([OH:13])[CH2:14][NH:4][CH:1]([CH3:3])[CH3:2]. (2) Given the reactants [NH2:1][C:2]1[C:7]([O:8][CH2:9][C:10]([O:12][C:13]([CH3:16])([CH3:15])[CH3:14])=[O:11])=[CH:6][CH:5]=[CH:4][N:3]=1.[C:17]([N:25]=[C:26]=[S:27])(=[O:24])[C:18]1[CH:23]=[CH:22][CH:21]=[CH:20][CH:19]=1, predict the reaction product. The product is: [C:17]([NH:25][C:26](=[S:27])[NH:1][C:2]1[C:7]([O:8][CH2:9][C:10]([O:12][C:13]([CH3:16])([CH3:15])[CH3:14])=[O:11])=[CH:6][CH:5]=[CH:4][N:3]=1)(=[O:24])[C:18]1[CH:23]=[CH:22][CH:21]=[CH:20][CH:19]=1. (3) Given the reactants [CH:1]([O:4][C:5]1[CH:13]=[C:12]2[C:8]([C:9](=[O:15])O[C:11]2=[O:14])=[C:7]([N+:16]([O-:18])=[O:17])[CH:6]=1)([CH3:3])[CH3:2].[NH2:19][CH:20]1[CH2:25][CH2:24][C:23](=[O:26])[NH:22][C:21]1=[O:27], predict the reaction product. The product is: [O:27]=[C:21]1[CH:20]([N:19]2[C:9](=[O:15])[C:8]3[C:12](=[CH:13][C:5]([O:4][CH:1]([CH3:2])[CH3:3])=[CH:6][C:7]=3[N+:16]([O-:18])=[O:17])[C:11]2=[O:14])[CH2:25][CH2:24][C:23](=[O:26])[NH:22]1. (4) The product is: [C:1]([O:5][C:6]([N:8]1[CH2:9][CH2:10][CH:11]([C:14]2[CH:19]=[CH:18][CH:17]=[CH:16][N:15]=2)[CH2:12][CH2:13]1)=[O:7])([CH3:4])([CH3:2])[CH3:3]. Given the reactants [C:1]([O:5][C:6]([N:8]1[CH2:13][CH:12]=[C:11]([C:14]2[CH:19]=[CH:18][CH:17]=[CH:16][N:15]=2)[CH2:10][CH2:9]1)=[O:7])([CH3:4])([CH3:3])[CH3:2], predict the reaction product. (5) Given the reactants [CH:1]1([N:7]([CH2:12][CH2:13][N:14]([CH2:25][CH2:26][C:27]2[C:35]3[S:34][C:33](=[O:36])[NH:32][C:31]=3[C:30]([OH:37])=[CH:29][CH:28]=2)[C:15](=[O:24])[O:16][CH2:17][C:18]2[CH:23]=[CH:22][CH:21]=[CH:20][CH:19]=2)[C:8](=[O:11])[CH:9]=[CH2:10])[CH2:6][CH2:5][CH2:4][CH2:3][CH2:2]1.Cl.[F:39][C:40]1[C:48]([F:49])=[CH:47][CH:46]=[CH:45][C:41]=1[CH2:42][CH2:43][NH2:44].C(N(CC)CC)C, predict the reaction product. The product is: [CH:1]1([N:7]([C:8](=[O:11])[CH2:9][CH2:10][NH:44][CH2:43][CH2:42][C:41]2[CH:45]=[CH:46][CH:47]=[C:48]([F:49])[C:40]=2[F:39])[CH2:12][CH2:13][N:14]([CH2:25][CH2:26][C:27]2[C:35]3[S:34][C:33](=[O:36])[NH:32][C:31]=3[C:30]([OH:37])=[CH:29][CH:28]=2)[C:15](=[O:24])[O:16][CH2:17][C:18]2[CH:23]=[CH:22][CH:21]=[CH:20][CH:19]=2)[CH2:2][CH2:3][CH2:4][CH2:5][CH2:6]1.